Dataset: Catalyst prediction with 721,799 reactions and 888 catalyst types from USPTO. Task: Predict which catalyst facilitates the given reaction. (1) Reactant: [NH2:1][C:2]1[CH:7]=[CH:6][C:5]([C:8](=[O:16])[C:9]2[CH:14]=[CH:13][C:12]([CH3:15])=[CH:11][CH:10]=2)=[CH:4][C:3]=1[C:17]([C:19]1[CH:24]=[CH:23][CH:22]=[C:21]([Cl:25])[CH:20]=1)=[O:18].[Cl:26][C:27]([Cl:32])([Cl:31])[C:28](Cl)=[O:29].C(N(CC)CC)C. Product: [Cl:26][C:27]([Cl:32])([Cl:31])[C:28]([NH:1][C:2]1[CH:7]=[CH:6][C:5]([C:8](=[O:16])[C:9]2[CH:10]=[CH:11][C:12]([CH3:15])=[CH:13][CH:14]=2)=[CH:4][C:3]=1[C:17](=[O:18])[C:19]1[CH:24]=[CH:23][CH:22]=[C:21]([Cl:25])[CH:20]=1)=[O:29]. The catalyst class is: 2. (2) Reactant: N1C=CC=CC=1.S(Cl)(Cl)=O.[Cl:11][C:12]1[CH:13]=[C:14]2[C:18](=[CH:19][CH:20]=1)[NH:17][C:16](=[O:21])[C:15]2([C:23]1[C:24]([O:29][CH3:30])=[N:25][CH:26]=[CH:27][CH:28]=1)O.[Cl-:31].[NH4+]. Product: [Cl:31][C:15]1([C:23]2[C:24]([O:29][CH3:30])=[N:25][CH:26]=[CH:27][CH:28]=2)[C:14]2[C:18](=[CH:19][CH:20]=[C:12]([Cl:11])[CH:13]=2)[NH:17][C:16]1=[O:21]. The catalyst class is: 4. (3) Reactant: [CH:1]([NH:4][C:5]([C:7]1[C:15]2[C:10](=[N:11][CH:12]=[C:13]([C:16]3[C:24]4[C:19](=[CH:20][CH:21]=[C:22]([CH2:25][OH:26])[CH:23]=4)[N:18]([CH3:27])[N:17]=3)[N:14]=2)[N:9]([CH2:28][O:29][CH2:30][CH2:31][Si:32]([CH3:35])([CH3:34])[CH3:33])[CH:8]=1)=[O:6])([CH3:3])[CH3:2].CC(OI1(OC(C)=O)(OC(C)=O)OC(=O)C2C=CC=CC1=2)=O. Product: [CH:1]([NH:4][C:5]([C:7]1[C:15]2[C:10](=[N:11][CH:12]=[C:13]([C:16]3[C:24]4[C:19](=[CH:20][CH:21]=[C:22]([CH:25]=[O:26])[CH:23]=4)[N:18]([CH3:27])[N:17]=3)[N:14]=2)[N:9]([CH2:28][O:29][CH2:30][CH2:31][Si:32]([CH3:34])([CH3:33])[CH3:35])[CH:8]=1)=[O:6])([CH3:3])[CH3:2]. The catalyst class is: 4. (4) Product: [CH2:1]([N:5]1[C:14]2[CH2:13][CH2:12][CH2:11][CH2:10][C:9]=2[CH:8]=[C:7]([OH:26])[C:6]1=[O:17])[CH2:2][CH2:3][CH3:4]. The catalyst class is: 2. Reactant: [CH2:1]([N:5]1[C:14]2[CH2:13][CH2:12][CH2:11][CH2:10][C:9]=2[CH:8]=[C:7](C=O)[C:6]1=[O:17])[CH2:2][CH2:3][CH3:4].ClC1C=CC=C(C(OO)=[O:26])C=1.S([O-])([O-])(=O)=S.[Na+].[Na+].[OH-].[Na+].Cl. (5) The catalyst class is: 6. Product: [F:18][C:10]1[CH:9]=[C:8]([C:7]2[O:6][N:5]=[C:4]([C:19]([OH:21])=[O:20])[C:3]=2[CH2:2][OH:27])[CH:13]=[CH:12][C:11]=1[C:14]([F:15])([F:17])[F:16]. Reactant: Br[CH2:2][C:3]1[C:4]([C:19]([O:21]CC)=[O:20])=[N:5][O:6][C:7]=1[C:8]1[CH:13]=[CH:12][C:11]([C:14]([F:17])([F:16])[F:15])=[C:10]([F:18])[CH:9]=1.FC(F)(F)C(O)=[O:27]. (6) Reactant: [Cl:1][C:2]1[N:7]=[C:6](S(C)(=O)=O)[N:5]=[C:4]([N:12]2[C@H:17]([C:18]([F:21])([F:20])[F:19])[CH2:16][CH2:15][C@H:14]([C:22]([NH:24][CH:25]3[CH2:30][CH2:29][CH2:28][CH2:27][CH2:26]3)=[O:23])[CH2:13]2)[CH:3]=1.CCN(C(C)C)C(C)C.[CH3:40][O:41][C:42]1[CH:47]=[C:46]([O:48][CH3:49])[CH:45]=[CH:44][C:43]=1[CH2:50][NH2:51].CCOC(C)=O. Product: [CH3:40][O:41][C:42]1[CH:47]=[C:46]([O:48][CH3:49])[CH:45]=[CH:44][C:43]=1[CH2:50][NH:51][C:6]1[N:5]=[C:4]([N:12]2[C@H:17]([C:18]([F:21])([F:20])[F:19])[CH2:16][CH2:15][C@H:14]([C:22]([NH:24][CH:25]3[CH2:30][CH2:29][CH2:28][CH2:27][CH2:26]3)=[O:23])[CH2:13]2)[CH:3]=[C:2]([Cl:1])[N:7]=1. The catalyst class is: 12. (7) Reactant: Br[CH2:2][CH2:3][N:4]([C:9]1[CH:10]=[C:11]([CH:16]=[CH:17][C:18]=1[C:19]([F:22])([F:21])[F:20])[C:12]([O:14][CH3:15])=[O:13])[S:5]([CH3:8])(=[O:7])=[O:6].C([O-])([O-])=O.[K+].[K+].[CH3:29][N:30]1[CH2:35][CH2:34][NH:33][CH2:32][CH2:31]1. Product: [CH3:29][N:30]1[CH2:35][CH2:34][N:33]([CH2:2][CH2:3][N:4]([C:9]2[CH:10]=[C:11]([CH:16]=[CH:17][C:18]=2[C:19]([F:22])([F:21])[F:20])[C:12]([O:14][CH3:15])=[O:13])[S:5]([CH3:8])(=[O:7])=[O:6])[CH2:32][CH2:31]1. The catalyst class is: 23. (8) Reactant: O[CH:2]([CH3:24])/[CH:3]=[CH:4]/[C:5]([N:7]1[CH2:12][CH2:11][N:10]([C:13]2[C:22]3[C:17](=[CH:18][CH:19]=[CH:20][CH:21]=3)[N:16]=[C:15]([CH3:23])[CH:14]=2)[CH2:9][CH2:8]1)=[O:6].C(N(S(F)(F)[F:31])CC)C.C(=O)([O-])[O-].[Na+].[Na+]. Product: [F:31][CH:2]([CH3:24])/[CH:3]=[CH:4]/[C:5]([N:7]1[CH2:12][CH2:11][N:10]([C:13]2[C:22]3[C:17](=[CH:18][CH:19]=[CH:20][CH:21]=3)[N:16]=[C:15]([CH3:23])[CH:14]=2)[CH2:9][CH2:8]1)=[O:6]. The catalyst class is: 4.